From a dataset of Forward reaction prediction with 1.9M reactions from USPTO patents (1976-2016). Predict the product of the given reaction. (1) The product is: [N:39]1([C:26]([CH:24]2[CH2:23][CH:22]([CH2:21][C:18]3[CH:19]=[C:20]4[C:10]5([CH2:11][CH2:12][N:8]([C:6]([O:5][C:1]([CH3:2])([CH3:4])[CH3:3])=[O:7])[CH2:9]5)[CH2:13][N:14]([C:29]([O:31][CH2:32][CH2:33][Si:34]([CH3:37])([CH3:36])[CH3:35])=[O:30])[C:15]4=[CH:16][CH:17]=3)[CH2:25]2)=[O:28])[CH2:42][CH2:41][CH2:40]1. Given the reactants [C:1]([O:5][C:6]([N:8]1[CH2:12][CH2:11][C:10]2([C:20]3[C:15](=[CH:16][CH:17]=[C:18]([CH2:21][CH:22]4[CH2:25][CH:24]([C:26]([OH:28])=O)[CH2:23]4)[CH:19]=3)[N:14]([C:29]([O:31][CH2:32][CH2:33][Si:34]([CH3:37])([CH3:36])[CH3:35])=[O:30])[CH2:13]2)[CH2:9]1)=[O:7])([CH3:4])([CH3:3])[CH3:2].Cl.[NH:39]1[CH2:42][CH2:41][CH2:40]1.C(N(CC)CC)C.C1CN([P+](ON2N=NC3C=CC=CC2=3)(N2CCCC2)N2CCCC2)CC1.F[P-](F)(F)(F)(F)F, predict the reaction product. (2) Given the reactants FC1C=CC(C2C=NC(N3CCN(S(C[C@H](C(C)C)C([NH:27][OH:28])=O)(=O)=O)CC3)=NC=2)=CC=1.[Cl:32][C:33]1[CH:38]=[CH:37][C:36]([C:39]2[CH:40]=[CH:41][C:42]([N:45]3[CH2:50][CH2:49][N:48]([S:51]([CH2:54][C@H:55]([CH:59]([CH3:61])[CH3:60])[C:56](O)=[O:57])(=[O:53])=[O:52])[CH2:47][CH2:46]3)=[N:43][CH:44]=2)=[CH:35][CH:34]=1, predict the reaction product. The product is: [Cl:32][C:33]1[CH:34]=[CH:35][C:36]([C:39]2[CH:40]=[CH:41][C:42]([N:45]3[CH2:46][CH2:47][N:48]([S:51]([CH2:54][C@H:55]([CH:59]([CH3:61])[CH3:60])[C:56]([NH:27][OH:28])=[O:57])(=[O:53])=[O:52])[CH2:49][CH2:50]3)=[N:43][CH:44]=2)=[CH:37][CH:38]=1. (3) Given the reactants [CH:1]1([C:7]2[C:15]3[C:10](=[CH:11][C:12]([C:16]([NH:18][S:19]([N:22]([CH3:24])[CH3:23])(=[O:21])=[O:20])=[O:17])=[CH:13][CH:14]=3)[NH:9][C:8]=2[C:25]2[CH:30]=[CH:29][CH:28]=[CH:27][C:26]=2C=O)[CH2:6][CH2:5][CH2:4][CH2:3][CH2:2]1.COP([C:39](=[CH2:44])[C:40]([O:42][CH3:43])=[O:41])(OC)=O.[C:45]([O-])([O-])=O.[Cs+].[Cs+].C([O-])(=O)C=C, predict the reaction product. The product is: [C:40]([C:39]1[CH2:44][C:26]2[CH:27]=[CH:28][CH:29]=[CH:30][C:25]=2[C:8]2=[C:7]([CH:1]3[CH2:6][CH2:5][CH2:4][CH2:3][CH2:2]3)[C:15]3[CH:14]=[CH:13][C:12]([C:16]([NH:18][S:19]([N:22]([CH3:24])[CH3:23])(=[O:21])=[O:20])=[O:17])=[CH:11][C:10]=3[N:9]2[CH:45]=1)([O:42][CH3:43])=[O:41]. (4) Given the reactants Cl[C:2]1[N:11]=[C:10]([N:12]2[CH2:17][CH2:16][N:15]([C:18](=[O:25])[C@H:19]([OH:24])[CH2:20][CH:21]([CH3:23])[CH3:22])[CH2:14][CH2:13]2)[C:9]2[C:4](=[CH:5][C:6]([CH3:26])=[CH:7][CH:8]=2)[N:3]=1.[F:27][C:28]1[CH:29]=[CH:30][C:31]([O:37][CH3:38])=[C:32](B(O)O)[CH:33]=1.C([O-])([O-])=O.[K+].[K+].C(#N)C, predict the reaction product. The product is: [F:27][C:28]1[CH:33]=[CH:32][C:31]([O:37][CH3:38])=[C:30]([C:2]2[N:11]=[C:10]([N:12]3[CH2:17][CH2:16][N:15]([C:18](=[O:25])[C@H:19]([OH:24])[CH2:20][CH:21]([CH3:23])[CH3:22])[CH2:14][CH2:13]3)[C:9]3[C:4](=[CH:5][C:6]([CH3:26])=[CH:7][CH:8]=3)[N:3]=2)[CH:29]=1. (5) Given the reactants C([O:5][C:6](=[O:32])[C:7]1[CH:12]=[CH:11][C:10]([CH:13]2[CH2:17][C:16]([C:22]3[CH:27]=[C:26]([Cl:28])[CH:25]=[C:24]([Cl:29])[CH:23]=3)([C:18]([F:21])([F:20])[F:19])[O:15][N:14]2[CH3:30])=[CH:9][C:8]=1[CH3:31])(C)(C)C.FC(F)(F)C(O)=O, predict the reaction product. The product is: [Cl:29][C:24]1[CH:23]=[C:22]([C:16]2([C:18]([F:20])([F:19])[F:21])[O:15][N:14]([CH3:30])[CH:13]([C:10]3[CH:11]=[CH:12][C:7]([C:6]([OH:32])=[O:5])=[C:8]([CH3:31])[CH:9]=3)[CH2:17]2)[CH:27]=[C:26]([Cl:28])[CH:25]=1. (6) Given the reactants [Cl:1][C:2]1[CH:3]=[C:4]2[C:9](=[C:10]([CH3:13])[C:11]=1[OH:12])[O:8][C:7]([CH3:14])=[C:6]([C:15]1[CH:20]=[CH:19][C:18]([O:21][CH3:22])=[CH:17][CH:16]=1)[CH:5]2O.O.[NH2:25][NH2:26], predict the reaction product. The product is: [Cl:1][C:2]1[CH:3]=[C:4]([C:5]2[C:6]([C:15]3[CH:20]=[CH:19][C:18]([O:21][CH3:22])=[CH:17][CH:16]=3)=[C:7]([CH3:14])[NH:26][N:25]=2)[C:9]([OH:8])=[C:10]([CH3:13])[C:11]=1[OH:12]. (7) The product is: [CH2:25]([N:6]1[C:5]2[CH:11]=[CH:12][C:2]([Br:1])=[CH:3][C:4]=2[CH2:8][S:7]1(=[O:10])=[O:9])[C:22]1[CH:23]=[CH:24][CH:19]=[CH:20][CH:21]=1. Given the reactants [Br:1][C:2]1[CH:12]=[CH:11][C:5]2[NH:6][S:7](=[O:10])(=[O:9])[CH2:8][C:4]=2[CH:3]=1.C(=O)([O-])[O-].[K+].[K+].[CH:19]1[CH:24]=[CH:23][C:22]([CH2:25]Br)=[CH:21][CH:20]=1, predict the reaction product. (8) Given the reactants [Cl:1][C:2]1[CH:7]=[CH:6][C:5]([NH:8][S:9]([C:12]2[CH:17]=[CH:16][C:15]([N:18]3[CH2:23][CH2:22][NH:21][CH2:20][CH2:19]3)=[CH:14][CH:13]=2)(=[O:11])=[O:10])=[C:4]([C:24]([C:26]2[CH:31]=[CH:30][N:29]=[CH:28][CH:27]=2)=[O:25])[CH:3]=1.C(N(CC)CC)C.[C:39](OC(=O)C)(=[O:41])[CH3:40].C(=O)(O)[O-].[Na+], predict the reaction product. The product is: [C:39]([N:21]1[CH2:22][CH2:23][N:18]([C:15]2[CH:14]=[CH:13][C:12]([S:9]([NH:8][C:5]3[CH:6]=[CH:7][C:2]([Cl:1])=[CH:3][C:4]=3[C:24]([C:26]3[CH:27]=[CH:28][N:29]=[CH:30][CH:31]=3)=[O:25])(=[O:10])=[O:11])=[CH:17][CH:16]=2)[CH2:19][CH2:20]1)(=[O:41])[CH3:40]. (9) The product is: [Br:16][CH2:15][CH2:14][CH2:13][CH2:12][CH2:11][CH2:10][CH2:9][CH2:8][CH2:7][CH2:6][CH2:5][CH2:4][CH2:3][CH2:2][C:27]#[C:26][CH:25]([OH:24])[CH2:28][CH2:29][CH2:30][CH3:31]. Given the reactants Br[CH2:2][CH2:3][CH2:4][CH2:5][CH2:6][CH2:7][CH2:8][CH2:9][CH2:10][CH2:11][CH2:12][CH2:13][CH2:14][CH2:15][Br:16].[Si]([O:24][CH:25]([CH2:28][CH2:29][CH2:30][CH3:31])[C:26]#[CH:27])(C(C)(C)C)(C)C.O1CCCCC1OCCCC#C, predict the reaction product.